Dataset: Reaction yield outcomes from USPTO patents with 853,638 reactions. Task: Predict the reaction yield, written as a fraction of the theoretical maximum amount of product (1.0 means a 100% yield; for example, 0.34 means a 34% yield). (1) The reactants are [CH3:1][O:2][C:3]([C:5]1([C:8]2[CH:13]=[C:12]([I:14])[C:11]([OH:15])=[C:10]([I:16])[CH:9]=2)[CH2:7][CH2:6]1)=[O:4].Cl[CH2:18][C:19]([CH3:21])=[CH2:20].C([O-])([O-])=O.[K+].[K+]. The catalyst is CC(C)=O.[Na+].[I-]. The product is [CH3:1][O:2][C:3]([C:5]1([C:8]2[CH:9]=[C:10]([I:16])[C:11]([O:15][CH2:20][C:19]([CH3:21])=[CH2:18])=[C:12]([I:14])[CH:13]=2)[CH2:7][CH2:6]1)=[O:4]. The yield is 0.970. (2) The reactants are [NH2:1][C:2]([C:4]1[CH:5]=[C:6]2[C:11](=[CH:12][CH:13]=1)[C:10](=[O:14])[N:9]([CH2:15][CH:16]([CH3:18])[CH3:17])[C:8]([CH2:19][NH:20][C:21](=[O:27])[O:22]C(C)(C)C)=[C:7]2[O:28][CH2:29][CH2:30][CH2:31][CH3:32])=[S:3].Cl.C(N(CC)CC)C.[CH:41]1[C:53]2[CH:52]([CH2:54]OC(Cl)=O)[C:51]3[C:46](=[CH:47][CH:48]=[CH:49][CH:50]=3)[C:45]=2[CH:44]=[CH:43][CH:42]=1. The catalyst is C(OCC)(=O)C.O. The product is [NH2:1][C:2]([C:4]1[CH:5]=[C:6]2[C:11](=[CH:12][CH:13]=1)[C:10](=[O:14])[N:9]([CH2:15][CH:16]([CH3:18])[CH3:17])[C:8]([CH2:19][NH:20][C:21](=[O:27])[O:22][CH2:54][CH:52]1[C:53]3[CH:41]=[CH:42][CH:43]=[CH:44][C:45]=3[C:46]3[C:51]1=[CH:50][CH:49]=[CH:48][CH:47]=3)=[C:7]2[O:28][CH2:29][CH2:30][CH2:31][CH3:32])=[S:3]. The yield is 0.869. (3) The product is [CH3:23][C:15]1[N:16]=[C:17]([NH2:20])[CH:18]=[CH:19][C:14]=1[O:13][C:11]1[CH:10]=[CH:9][N:8]=[C:7]([C:4]2[S:3][C:2]([CH3:1])=[N:6][CH:5]=2)[CH:12]=1. The yield is 0.890. The catalyst is CO.[Pd]. The reactants are [CH3:1][C:2]1[S:3][C:4]([C:7]2[CH:12]=[C:11]([O:13][C:14]3[C:15]([CH3:23])=[N:16][C:17]([N+:20]([O-])=O)=[CH:18][CH:19]=3)[CH:10]=[CH:9][N:8]=2)=[CH:5][N:6]=1. (4) The reactants are [O:1]=[C:2]1[CH2:7][CH2:6][N:5]([C:8]([O:10][C:11]([CH3:14])([CH3:13])[CH3:12])=[O:9])[CH2:4][CH:3]1[C:15]([O:17][CH2:18][CH3:19])=[O:16].C[Si]([N-][Si](C)(C)C)(C)C.[Na+].[P:30](Cl)(=[O:37])([O:34][CH2:35][CH3:36])[O:31][CH2:32][CH3:33]. The catalyst is CC(OC)(C)C. The product is [CH2:32]([O:31][P:30]([O:1][C:2]1[CH2:7][CH2:6][N:5]([C:8]([O:10][C:11]([CH3:12])([CH3:13])[CH3:14])=[O:9])[CH2:4][C:3]=1[C:15]([O:17][CH2:18][CH3:19])=[O:16])([O:34][CH2:35][CH3:36])=[O:37])[CH3:33]. The yield is 0.490. (5) The reactants are Br[C:2]1[N:6]([S:7]([C:10]2[CH:15]=[CH:14][CH:13]=[C:12]([S:16]([CH3:19])(=[O:18])=[O:17])[CH:11]=2)(=[O:9])=[O:8])[CH:5]=[C:4]([CH2:20][N:21]([CH3:29])[C:22](=[O:28])[O:23][C:24]([CH3:27])([CH3:26])[CH3:25])[CH:3]=1.[S:30]1[CH:34]=[CH:33][C:32](B(O)O)=[CH:31]1.C(=O)([O-])[O-].[Na+].[Na+]. The catalyst is C1C=CC([P]([Pd]([P](C2C=CC=CC=2)(C2C=CC=CC=2)C2C=CC=CC=2)([P](C2C=CC=CC=2)(C2C=CC=CC=2)C2C=CC=CC=2)[P](C2C=CC=CC=2)(C2C=CC=CC=2)C2C=CC=CC=2)(C2C=CC=CC=2)C2C=CC=CC=2)=CC=1. The product is [CH3:29][N:21]([CH2:20][C:4]1[CH:3]=[C:2]([C:32]2[CH:33]=[CH:34][S:30][CH:31]=2)[N:6]([S:7]([C:10]2[CH:15]=[CH:14][CH:13]=[C:12]([S:16]([CH3:19])(=[O:18])=[O:17])[CH:11]=2)(=[O:9])=[O:8])[CH:5]=1)[C:22](=[O:28])[O:23][C:24]([CH3:27])([CH3:26])[CH3:25]. The yield is 0.690. (6) The reactants are [CH3:1][C:2]1([CH3:12])[O:6][C:5](=[CH:7][C:8](Cl)=[O:9])[C:4](=[O:11])[O:3]1.[C:13]([C:17]1[CH:26]=[CH:25][C:20]([CH2:21][NH:22][O:23][CH3:24])=[CH:19][CH:18]=1)([O:15][CH3:16])=[O:14]. No catalyst specified. The product is [CH3:16][O:15][C:13](=[O:14])[C:17]1[CH:26]=[CH:25][C:20]([CH2:21][N:22]([C:8](=[O:9])[CH:7]=[C:5]2[C:4](=[O:11])[O:3][C:2]([CH3:12])([CH3:1])[O:6]2)[O:23][CH3:24])=[CH:19][CH:18]=1. The yield is 0.830. (7) The reactants are [O:1]=[C:2]1[C:11]([N:12]2[C:21]3[C:16](=[CH:17][CH:18]=[CH:19][CH:20]=3)[CH2:15][CH2:14][CH2:13]2)=[N:10][C:9]2[C:4](=[CH:5][CH:6]=[C:7]([C:22]([O:24]C)=[O:23])[CH:8]=2)[NH:3]1.[OH-].[K+].O. The catalyst is CO. The product is [O:1]=[C:2]1[C:11]([N:12]2[C:21]3[C:16](=[CH:17][CH:18]=[CH:19][CH:20]=3)[CH2:15][CH2:14][CH2:13]2)=[N:10][C:9]2[C:4](=[CH:5][CH:6]=[C:7]([C:22]([OH:24])=[O:23])[CH:8]=2)[NH:3]1. The yield is 0.790. (8) The yield is 0.710. The product is [F:21][C:17]1[CH:16]=[C:15]([C@H:10]([N:1]2[C:9]3[C:4](=[CH:5][CH:6]=[CH:7][CH:8]=3)[CH:3]=[CH:2]2)[C@H:11]([OH:14])[CH2:12][OH:13])[CH:20]=[CH:19][CH:18]=1. The catalyst is ClCCl.C(OCC)(=O)C.[O-2].[O-2].[Mn+4]. The reactants are [N:1]1([C@@H:10]([C:15]2[CH:20]=[CH:19][CH:18]=[C:17]([F:21])[CH:16]=2)[C@H:11]([OH:14])[CH2:12][OH:13])[C:9]2[C:4](=[CH:5][CH:6]=[CH:7][CH:8]=2)[CH2:3][CH2:2]1. (9) The reactants are [F:1][C:2]1([F:33])[O:6][C:5]2[CH:7]=[CH:8][C:9]([C:11]3([C:14]([NH:16][C:17]4[N:22]=[C:21]([C:23]5[C:24]([O:30]C)=[N:25][CH:26]=[C:27]([CH3:29])[CH:28]=5)[CH:20]=[C:19]([CH3:32])[CH:18]=4)=[O:15])[CH2:13][CH2:12]3)=[CH:10][C:4]=2[O:3]1.[Si](I)(C)(C)C.CO. The catalyst is CC#N. The product is [F:33][C:2]1([F:1])[O:6][C:5]2[CH:7]=[CH:8][C:9]([C:11]3([C:14]([NH:16][C:17]4[N:22]=[C:21]([C:23]5[C:24]([OH:30])=[N:25][CH:26]=[C:27]([CH3:29])[CH:28]=5)[CH:20]=[C:19]([CH3:32])[CH:18]=4)=[O:15])[CH2:13][CH2:12]3)=[CH:10][C:4]=2[O:3]1. The yield is 0.910.